The task is: Binary Classification. Given a drug SMILES string, predict its activity (active/inactive) in a high-throughput screening assay against a specified biological target.. This data is from Cav3 T-type calcium channel HTS with 100,875 compounds. (1) The compound is O=C(Nc1c(cccc1)C)Cn1nc(nc1c1ccccc1)c1ccccc1. The result is 0 (inactive). (2) The drug is S(CCN1C(=O)c2c(C1=O)cccc2)c1[nH]ncn1. The result is 0 (inactive). (3) The compound is O1C(CCC1)CNC(=O)CN(c1cc2OCCOc2cc1)C(=O)CCC(=O)Nc1noc(c1)C. The result is 0 (inactive). (4) The drug is o1c(C2CC(=O)/C(C(=O)C2)=C\NCCN2CCNCC2)ccc1. The result is 0 (inactive). (5) The compound is O1CCN(CC1)c1ccc(NC(=O)CCCOc2c(cccc2)C)cc1. The result is 0 (inactive). (6) The compound is S(CCC(NC(=O)C1CC1)c1[nH]c2c(n1)cccc2)C. The result is 0 (inactive). (7) The drug is O=c1n(C=2CCN(CC2)C(=O)Nc2c(cccc2C)C)c2c([nH]1)cccc2. The result is 0 (inactive). (8) The molecule is s1c2n(c(c3ccccc3)c1)c(SCC(=O)c1cc3OCCOc3cc1)nn2. The result is 0 (inactive). (9) The molecule is O(CCCC)C(=O)c1cccnc1. The result is 0 (inactive).